This data is from NCI-60 drug combinations with 297,098 pairs across 59 cell lines. The task is: Regression. Given two drug SMILES strings and cell line genomic features, predict the synergy score measuring deviation from expected non-interaction effect. (1) Drug 1: C1=CC(=CC=C1CCCC(=O)O)N(CCCl)CCCl. Drug 2: C(CC(=O)O)C(=O)CN.Cl. Cell line: EKVX. Synergy scores: CSS=5.04, Synergy_ZIP=-6.82, Synergy_Bliss=-7.51, Synergy_Loewe=-5.45, Synergy_HSA=-3.40. (2) Drug 1: COC1=CC(=CC(=C1O)OC)C2C3C(COC3=O)C(C4=CC5=C(C=C24)OCO5)OC6C(C(C7C(O6)COC(O7)C8=CC=CS8)O)O. Drug 2: CN(CCCl)CCCl.Cl. Cell line: NCI-H522. Synergy scores: CSS=29.3, Synergy_ZIP=-11.3, Synergy_Bliss=-5.34, Synergy_Loewe=-11.5, Synergy_HSA=-1.23. (3) Drug 1: CCCS(=O)(=O)NC1=C(C(=C(C=C1)F)C(=O)C2=CNC3=C2C=C(C=N3)C4=CC=C(C=C4)Cl)F. Drug 2: C1CNP(=O)(OC1)N(CCCl)CCCl. Cell line: TK-10. Synergy scores: CSS=4.85, Synergy_ZIP=-2.22, Synergy_Bliss=-2.66, Synergy_Loewe=-2.56, Synergy_HSA=-2.52.